Dataset: Experimentally validated miRNA-target interactions with 360,000+ pairs, plus equal number of negative samples. Task: Binary Classification. Given a miRNA mature sequence and a target amino acid sequence, predict their likelihood of interaction. (1) Result: 1 (interaction). The protein sequence of the target gene is MADTLPSEFDVIVIGTGLPESIIAAACSRSGRRVLHVDSRSYYGGNWASFSFSGLLSWLKEYQENSDIVSDSPVWQDQILENEEAIALSRKDKTIQHVEVFCYASQDLHEDVEEAGALQKNHALVTSANSTEAADSAFLPTEDESLSTMSCEMLTEQTPSSDPENALEVNGAEVTGEKENHCDDKTCVPSTSAEDMSENVPIAEDTTEQPKKNRITYSQIIKEGRRFNIDLVSKLLYSRGLLIDLLIKSNVSRYAEFKNITRILAFREGRVEQVPCSRADVFNSKQLTMVEKRMLMKFLT.... The miRNA is hsa-miR-215-5p with sequence AUGACCUAUGAAUUGACAGAC. (2) The miRNA is mmu-miR-344g-3p with sequence CAGGCUCUAGCCAGGGGCUUGA. Result: 0 (no interaction). The protein sequence of the target gene is MESPSAPPHRWCIPWQRLLLTASLLTFWNPPTTAKLTIESTPFNVAEGKEVLLLVHNLPQHLFGYSWYKGERVDGNRQIIGYVIGTQQATPGPAYSGREIIYPNASLLIQNIIQNDTGFYTLHVIKSDLVNEEATGQFRVYPELPKPSISSNNSKPVEDKDAVAFTCEPETQDATYLWWVNNQSLPVSPRLQLSNGNRTLTLFNVTRNDTASYKCETQNPVSARRSDSVILNVLYGPDAPTISPLNTSYRSGENLNLSCHAASNPPAQYSWFVNGTFQQSTQELFIPNITVNNSGSYTCQ.... (3) The miRNA is hsa-miR-4262 with sequence GACAUUCAGACUACCUG. The protein sequence of the target gene is MDSAITLWQFLLQLLQKPQNKHMICWTSNDGQFKLLQAEEVARLWGIRKNKPNMNYDKLSRALRYYYVKNIIKKVNGQKFVYKFVSYPEILNMDPMTVGRIEGDCESLNFSEVSSSSKDVENGGKDKPPQPGAKTSSRNDYIHSGLYSSFTLNSLNSSNVKLFKLIKTENPAEKLAEKKSPQEPTPSVIKFVTTPSKKPPVEPVAATISIGPSISPSSEETIQALETLVSPKLPSLEAPTSASNVMTAFATTPPISSIPPLQEPPRTPSPPLSSHPDIDTDIDSVASQPMELPENLSLEP.... Result: 1 (interaction). (4) The miRNA is hsa-miR-496 with sequence UGAGUAUUACAUGGCCAAUCUC. The protein sequence of the target gene is MAQFDTEYQRLEASYSDSPPGEEDLLVHVAEGSKSPWHHIENLDLFFSRVYNLHQKNGFTCMLIGEMFELMQFLFVVAFTTFLVSCVDYDILFANKMVNHSLHPTEPVKVTLPDAFLPAQVCSARIQENGSLITILVIAGVFWIHRLIKFIYNICCYWEIHSFYLHALRIPMSALPYCTWQEVQARIVQTQKEHQICIHKRELTELDIYHRILRFQNYMVALVNKSLLPLRFRLPGLGEVVFFTRGLKYNFELILFWGPGSLFLNEWSLKAEYKRGGQRLELAQRLSNRILWIGIANFLL.... Result: 0 (no interaction). (5) The miRNA is hsa-miR-4645-3p with sequence AGACAGUAGUUCUUGCCUGGUU. The protein sequence of the target gene is MPKVMKDVVHPLGGEEPSMARAVVRSVGGFTLGLSLATAYGLLELLVEGHSPWGCLVGTLTLAAFLSLGMGFSRQVRATVLLLLPQAFSRQGRTLLLVAAFGLVLQGPCANTLRNFTRASEAVACGAELALNQTAEVLQRAKQPLVSALNKIKAIARKTKEVADRVRKFFRSIMDGVKHIARALRNVWQWLLHIGDVCNSELGNPYLKCARVFDDAKDSCMMVIPQAYHLCYVLMPFKLALCGLASLVQVFCVIPKYIQPFLRQTIGTPVIQLLNRVRQEFEFNMTATHHFSVDLNASRS.... Result: 0 (no interaction). (6) The miRNA is mmu-miR-1843b-3p with sequence CCGAUCGUUCCCCUCCAUAC. The protein sequence of the target gene is MASELGARDDGGCTELAKPLYLQYLERALRLDHFLRQTSAIFNRNISSDDSEDGLDDSNPLLPQSGDPLIQVKEEPPNSLLGETSGAGSSGMLNTYSLNGVLQSESKCDKGNLYNFSKLKKSRKWLKSILLSDESSEADSQSEDDDEEELNLSREELHNMLRLHKYKKLHQNKYSKDKELQQYQYYSAGLLSTYDPFYEQQRHLLGPKKKKFKEEKKLKAKLKKVKKKRRRDEELSSEESPRRHHHQTKVFAKFSHDAPPPGTKKKHLSIEQLNARRRKVWLSIVKKELPKANKQKASAR.... Result: 0 (no interaction). (7) The miRNA is hsa-miR-34b-5p with sequence UAGGCAGUGUCAUUAGCUGAUUG. The protein sequence of the target gene is MAASTMSVCSSDLSYGSRVCLPGSCDSCSDSWQVDDCPESCCEPPCCAPAPCLSLVCTPVSRVSSPCCPVTCEPSPCQSGCTSSCTPSCCQQSSCQLACCASSPCQQACCVPVCCKTVCCKPVCCVSVCCGDSSCCQQSSCQSACCTSSPCQQACCVPVCCKPVCSGISSSCCQQSSCVSCVSSPCCQAVCEPSPCQSGCTSSCTPSCCQQSSCQPTCCTSSPCQQACCVPVCCVPVCCVPTCSEDSSSCCQQSSCQPACCTSSPCQHACCVPVCSGASTSCCQQSSCQPACCTASCCRP.... Result: 0 (no interaction).